Dataset: Reaction yield outcomes from USPTO patents with 853,638 reactions. Task: Predict the reaction yield, written as a fraction of the theoretical maximum amount of product (1.0 means a 100% yield; for example, 0.34 means a 34% yield). The reactants are [Cl:1][C:2]1[N:10]([CH2:11][C:12]2[CH:17]=[CH:16][C:15]([Cl:18])=[CH:14][CH:13]=2)[C:9]2[C:8](=[O:19])[N:7]([CH3:20])[C:6](=[O:21])[NH:5][C:4]=2[N:3]=1.Br[CH2:23][C:24]1[CH:29]=[CH:28][CH:27]=[CH:26][CH:25]=1.C(=O)([O-])[O-].[K+].[K+]. The catalyst is CN(C=O)C.C(OCC)(=O)C.O. The product is [CH2:23]([N:5]1[C:4]2[N:3]=[C:2]([Cl:1])[N:10]([CH2:11][C:12]3[CH:13]=[CH:14][C:15]([Cl:18])=[CH:16][CH:17]=3)[C:9]=2[C:8](=[O:19])[N:7]([CH3:20])[C:6]1=[O:21])[C:24]1[CH:29]=[CH:28][CH:27]=[CH:26][CH:25]=1. The yield is 0.936.